Dataset: Forward reaction prediction with 1.9M reactions from USPTO patents (1976-2016). Task: Predict the product of the given reaction. (1) The product is: [CH3:16][O:15][CH2:14][CH2:13][N:8]1[C:9](=[O:12])[CH:10]=[CH:11][C:6]([C:4]([OH:5])=[O:3])=[CH:7]1. Given the reactants C([O:3][C:4]([C:6]1[CH:11]=[CH:10][C:9](=[O:12])[N:8]([CH2:13][CH2:14][O:15][CH3:16])[CH:7]=1)=[O:5])C.[OH-].[Li+], predict the reaction product. (2) Given the reactants [O:1]([C:8]1[CH:16]=[CH:15][C:11]([C:12]([OH:14])=O)=[CH:10][CH:9]=1)[C:2]1[CH:7]=[CH:6][CH:5]=[CH:4][CH:3]=1.ON1C2C=CC=CC=2N=N1.Cl.C(N=C=NCCCN(C)C)C.[CH2:39]([C:41]1[CH:42]=[C:43]([C:54](=[N:56]O)[NH2:55])[S:44][C:45]=1[CH2:46][O:47][CH:48]1[CH2:53][CH2:52][CH2:51][CH2:50][O:49]1)[CH3:40].[F-].C([N+](CCCC)(CCCC)CCCC)CCC, predict the reaction product. The product is: [CH2:39]([C:41]1[CH:42]=[C:43]([C:54]2[N:56]=[C:12]([C:11]3[CH:10]=[CH:9][C:8]([O:1][C:2]4[CH:3]=[CH:4][CH:5]=[CH:6][CH:7]=4)=[CH:16][CH:15]=3)[O:14][N:55]=2)[S:44][C:45]=1[CH2:46][O:47][CH:48]1[CH2:53][CH2:52][CH2:51][CH2:50][O:49]1)[CH3:40]. (3) Given the reactants Br[C:2]1[CH:7]=[CH:6][C:5]([N:8]2[C:12]([C:13]3[CH:18]=[CH:17][N:16]=[CH:15][CH:14]=3)=[CH:11][N:10]=[CH:9]2)=[CH:4][CH:3]=1.N#N.[C:21]([Si:23]([CH3:26])([CH3:25])[CH3:24])#[CH:22], predict the reaction product. The product is: [CH3:24][Si:23]([C:21]#[C:22][C:2]1[CH:7]=[CH:6][C:5]([N:8]2[C:12]([C:13]3[CH:18]=[CH:17][N:16]=[CH:15][CH:14]=3)=[CH:11][N:10]=[CH:9]2)=[CH:4][CH:3]=1)([CH3:26])[CH3:25]. (4) Given the reactants [C:1]([CH2:3][C:4]([OH:6])=O)#[N:2].CN(C(ON1N=NC2C=CC=NC1=2)=[N+](C)C)C.F[P-](F)(F)(F)(F)F.[Cl:31][C:32]1[CH:70]=[CH:69][C:35]([C:36]([NH:38][C:39]2[N:43]([CH2:44][CH:45]3[CH2:49][CH2:48][CH2:47][NH:46]3)[C:42]3[CH:50]=[CH:51][C:52]([CH2:54][N:55]([C@H:63]([C:65]([CH3:68])([CH3:67])[CH3:66])[CH3:64])[C:56](=[O:62])[O:57][C:58]([CH3:61])([CH3:60])[CH3:59])=[CH:53][C:41]=3[N:40]=2)=[O:37])=[CH:34][CH:33]=1.CCN(C(C)C)C(C)C, predict the reaction product. The product is: [Cl:31][C:32]1[CH:33]=[CH:34][C:35]([C:36]([NH:38][C:39]2[N:43]([CH2:44][CH:45]3[CH2:49][CH2:48][CH2:47][N:46]3[C:4](=[O:6])[CH2:3][C:1]#[N:2])[C:42]3[CH:50]=[CH:51][C:52]([CH2:54][N:55]([C@H:63]([C:65]([CH3:68])([CH3:67])[CH3:66])[CH3:64])[C:56](=[O:62])[O:57][C:58]([CH3:60])([CH3:61])[CH3:59])=[CH:53][C:41]=3[N:40]=2)=[O:37])=[CH:69][CH:70]=1. (5) Given the reactants CN(C)C=O.[Cl:6][C:7]1[CH:8]=[CH:9][C:10]2[N:11]([CH:13]=[C:14]([C:16]([OH:18])=O)[N:15]=2)[CH:12]=1.[NH2:19][C:20]1[CH:25]=[CH:24][CH:23]=[CH:22][CH:21]=1.O, predict the reaction product. The product is: [Cl:6][C:7]1[CH:8]=[CH:9][C:10]2[N:11]([CH:13]=[C:14]([C:16]([NH:19][C:20]3[CH:25]=[CH:24][CH:23]=[CH:22][CH:21]=3)=[O:18])[N:15]=2)[CH:12]=1. (6) Given the reactants [NH2:1][C@@H:2]1[CH2:21][N:5]2[C:6](=[O:20])[N:7]([C:9]3[CH:14]=[CH:13][C:12]([O:15][C:16]([F:19])([F:18])[F:17])=[CH:11][CH:10]=3)[CH2:8][C@@H:4]2[CH2:3]1.[CH3:22][C:23]1[CH:28]=[CH:27][C:26]([S:29](Cl)(=[O:31])=[O:30])=[CH:25][CH:24]=1.CCN(CC)CC, predict the reaction product. The product is: [CH3:22][C:23]1[CH:28]=[CH:27][C:26]([S:29]([NH:1][C@@H:2]2[CH2:21][N:5]3[C:6](=[O:20])[N:7]([C:9]4[CH:14]=[CH:13][C:12]([O:15][C:16]([F:19])([F:17])[F:18])=[CH:11][CH:10]=4)[CH2:8][C@@H:4]3[CH2:3]2)(=[O:31])=[O:30])=[CH:25][CH:24]=1.